Dataset: Reaction yield outcomes from USPTO patents with 853,638 reactions. Task: Predict the reaction yield, written as a fraction of the theoretical maximum amount of product (1.0 means a 100% yield; for example, 0.34 means a 34% yield). (1) The reactants are [CH3:1][N:2](C)/[CH:3]=[CH:4]/[C:5]([C:7]1[S:8][CH:9]=[CH:10][C:11]=1[NH:12][C:13](=[O:25])[CH2:14][C:15]1[C:24]2[C:19](=[CH:20][CH:21]=[CH:22][CH:23]=2)[CH:18]=[CH:17][CH:16]=1)=O.C[NH:28]N.C(O)(=O)C. The catalyst is C(O)C. The product is [CH3:1][N:2]1[CH:3]=[CH:4][C:5]([C:7]2[S:8][CH:9]=[CH:10][C:11]=2[NH:12][C:13](=[O:25])[CH2:14][C:15]2[C:24]3[C:19](=[CH:20][CH:21]=[CH:22][CH:23]=3)[CH:18]=[CH:17][CH:16]=2)=[N:28]1. The yield is 0.200. (2) The reactants are [Br:1][C:2]1[C:7](=[O:8])[N:6]([CH2:9][CH2:10][C:11]([O:13]CC)=[O:12])[N:5]=[CH:4][C:3]=1[NH:16][C@@H:17]1[CH2:22][C@@H:21]2[CH2:23][C@@H:19]([C:20]2([CH3:25])[CH3:24])[C@H:18]1[CH3:26].[OH-].[Na+].C(OCC)(=O)C. The catalyst is O1CCOCC1. The product is [Br:1][C:2]1[C:7](=[O:8])[N:6]([CH2:9][CH2:10][C:11]([OH:13])=[O:12])[N:5]=[CH:4][C:3]=1[NH:16][C@@H:17]1[CH2:22][C@@H:21]2[CH2:23][C@@H:19]([C:20]2([CH3:25])[CH3:24])[C@H:18]1[CH3:26]. The yield is 0.800. (3) The reactants are [Br:1][C:2]1[CH:3]=[CH:4][C:5]([F:18])=[C:6]([C:8]([NH2:17])([CH3:16])[CH2:9][C:10]2[CH2:15][CH2:14][CH2:13][CH2:12][CH:11]=2)[CH:7]=1.[C:19]([N:27]=[C:28]=[S:29])(=[O:26])[C:20]1[CH:25]=[CH:24][CH:23]=[CH:22][CH:21]=1. The catalyst is C1COCC1. The product is [Br:1][C:2]1[CH:3]=[CH:4][C:5]([F:18])=[C:6]([C:8]([NH:17][C:28]([NH:27][C:19](=[O:26])[C:20]2[CH:21]=[CH:22][CH:23]=[CH:24][CH:25]=2)=[S:29])([CH3:16])[CH2:9][C:10]2[CH2:15][CH2:14][CH2:13][CH2:12][CH:11]=2)[CH:7]=1. The yield is 0.962. (4) The reactants are [NH2:1][C:2]1[CH:10]=[C:9]([C:11]([F:14])([F:13])[F:12])[CH:8]=[CH:7][C:3]=1[C:4]([OH:6])=O.[F:15][C:16]([F:26])([F:25])[O:17][C:18]1[CH:23]=[CH:22][C:21]([NH2:24])=[CH:20][CH:19]=1.C(N(C(C)C)CC)(C)C.CN(C(ON1N=NC2C=CC=NC1=2)=[N+](C)C)C.F[P-](F)(F)(F)(F)F. The catalyst is O.CN(C)C=O. The product is [NH2:1][C:2]1[CH:10]=[C:9]([C:11]([F:14])([F:13])[F:12])[CH:8]=[CH:7][C:3]=1[C:4]([NH:24][C:21]1[CH:22]=[CH:23][C:18]([O:17][C:16]([F:15])([F:25])[F:26])=[CH:19][CH:20]=1)=[O:6]. The yield is 0.900. (5) The reactants are [CH2:1]([C:6]1[CH:11]=[CH:10][C:9]([NH:12]C(=O)C)=[C:8]([N+:16]([O-:18])=[O:17])[CH:7]=1)[C:2]([CH3:5])([CH3:4])[CH3:3].[OH-].[Na+]. The catalyst is O. The product is [CH2:1]([C:6]1[CH:11]=[CH:10][C:9]([NH2:12])=[C:8]([N+:16]([O-:18])=[O:17])[CH:7]=1)[C:2]([CH3:5])([CH3:4])[CH3:3]. The yield is 0.900. (6) The reactants are [CH3:1][N:2]([CH3:23])[CH2:3][CH2:4][N:5]1[CH2:10][CH2:9][S:8][C:7]2[CH:11]=[CH:12][C:13]([NH:15][C:16]([C:18]3[S:19][CH:20]=[CH:21][CH:22]=3)=[NH:17])=[CH:14][C:6]1=2.[ClH:24]. The catalyst is CO. The product is [ClH:24].[ClH:24].[CH3:1][N:2]([CH3:23])[CH2:3][CH2:4][N:5]1[CH2:10][CH2:9][S:8][C:7]2[CH:11]=[CH:12][C:13]([NH:15][C:16]([C:18]3[S:19][CH:20]=[CH:21][CH:22]=3)=[NH:17])=[CH:14][C:6]1=2. The yield is 0.990. (7) The reactants are [NH2:1][C:2]1[O:6][N:5]=[C:4]([C:7]([CH3:10])([CH3:9])[CH3:8])[C:3]=1[Br:11].[C:12]1([S:18](Cl)(=[O:20])=[O:19])[CH:17]=[CH:16][CH:15]=[CH:14][CH:13]=1. The catalyst is N1C=CC=CC=1.CN(C)C1C=CN=CC=1.C(OCC)(=O)C. The product is [C:12]1([S:18]([N:1]([C:2]2[O:6][N:5]=[C:4]([C:7]([CH3:8])([CH3:10])[CH3:9])[C:3]=2[Br:11])[S:18]([C:12]2[CH:17]=[CH:16][CH:15]=[CH:14][CH:13]=2)(=[O:20])=[O:19])(=[O:20])=[O:19])[CH:17]=[CH:16][CH:15]=[CH:14][CH:13]=1. The yield is 0.600. (8) The reactants are [CH:1](=O)[C:2]1[CH:7]=[CH:6][CH:5]=[CH:4][CH:3]=1.Cl.[NH2:10][OH:11].C([O-])([O-])=O.[Na+].[Na+]. The catalyst is C(O)C.O.[Cl-].[Na+].O. The product is [CH:1](=[N:10][OH:11])[C:2]1[CH:7]=[CH:6][CH:5]=[CH:4][CH:3]=1. The yield is 0.965.